From a dataset of Catalyst prediction with 721,799 reactions and 888 catalyst types from USPTO. Predict which catalyst facilitates the given reaction. (1) Reactant: [CH2:1]([O:8][NH:9][C@H:10]1[CH2:15][N:14](C(=O)C(F)(F)F)[C@H:13]([C:22]([O:24][CH3:25])=[O:23])[CH2:12][CH2:11]1)[C:2]1[CH:7]=[CH:6][CH:5]=[CH:4][CH:3]=1. The catalyst class is: 209. Product: [CH2:1]([O:8][NH:9][C@H:10]1[CH2:15][NH:14][C@H:13]([C:22]([O:24][CH3:25])=[O:23])[CH2:12][CH2:11]1)[C:2]1[CH:3]=[CH:4][CH:5]=[CH:6][CH:7]=1. (2) Reactant: [O:1]1[C:5]2[CH:6]=[CH:7][CH:8]=[CH:9][C:4]=2[CH:3]=[C:2]1[CH:10]1[CH2:15][CH2:14][C:13]([CH3:19])([C:16]([OH:18])=O)[CH2:12][CH2:11]1.Cl.CN(C)CCCN=C=NCC.[C:32]1([S:42]([NH2:45])(=[O:44])=[O:43])[C:33]([S:38]([NH2:41])(=[O:40])=[O:39])=[CH:34][CH:35]=[CH:36][CH:37]=1. Product: [O:1]1[C:5]2[CH:6]=[CH:7][CH:8]=[CH:9][C:4]=2[CH:3]=[C:2]1[CH:10]1[CH2:15][CH2:14][C:13]([CH3:19])([C:16]([NH:45][S:42]([C:32]2[CH:37]=[CH:36][CH:35]=[CH:34][C:33]=2[S:38](=[O:40])(=[O:39])[NH2:41])(=[O:44])=[O:43])=[O:18])[CH2:12][CH2:11]1. The catalyst class is: 468. (3) Reactant: [CH2:1]([C@H:5]1[C@H:13]([CH3:14])[O:12][C:11](=[O:15])[C@@H:10]([NH:16][C:17](=[O:23])[O:18][C:19]([CH3:22])([CH3:21])[CH3:20])[CH2:9][CH2:8][O:7][C@@H:6]1[CH2:24][OH:25])[CH2:2][CH2:3][CH3:4].[C:26](Cl)(=[O:30])[CH:27]([CH3:29])[CH3:28]. Product: [C:26]([O:25][CH2:24][C@@H:6]1[C@@H:5]([CH2:1][CH2:2][CH2:3][CH3:4])[C@H:13]([CH3:14])[O:12][C:11](=[O:15])[C@@H:10]([NH:16][C:17]([O:18][C:19]([CH3:22])([CH3:21])[CH3:20])=[O:23])[CH2:9][CH2:8][O:7]1)(=[O:30])[CH:27]([CH3:29])[CH3:28]. The catalyst class is: 383. (4) Reactant: [C:1]1([N:7]2[CH:12]=[CH:11][C:10]([CH2:13][CH2:14][C:15]3[N:16]=[N:17][NH:18][CH:19]=3)=[C:9]([O:20]C)[C:8]2=[O:22])[CH:6]=[CH:5][CH:4]=[CH:3][CH:2]=1.B(Br)(Br)Br.CO. Product: [C:1]1([N:7]2[CH:12]=[CH:11][C:10]([CH2:13][CH2:14][C:15]3[N:16]=[N:17][NH:18][CH:19]=3)=[C:9]([OH:20])[C:8]2=[O:22])[CH:2]=[CH:3][CH:4]=[CH:5][CH:6]=1. The catalyst class is: 2. (5) Reactant: [CH2:1]([N:3]([CH2:13][CH3:14])[C:4](=[O:12])[C:5]1[CH:10]=[CH:9][C:8]([OH:11])=[CH:7][CH:6]=1)[CH3:2].C(N(CC)CC)C.[Si:22](Cl)([C:25]([CH3:28])([CH3:27])[CH3:26])([CH3:24])[CH3:23]. The catalyst class is: 3. Product: [C:25]([Si:22]([CH3:24])([CH3:23])[O:11][C:8]1[CH:9]=[CH:10][C:5]([C:4]([N:3]([CH2:1][CH3:2])[CH2:13][CH3:14])=[O:12])=[CH:6][CH:7]=1)([CH3:28])([CH3:27])[CH3:26]. (6) Reactant: [Br-:1].[Br-].[Br-].C1([N+](C)(C)C)C=CC=CC=1.C1([N+](C)(C)C)C=CC=CC=1.C1([N+](C)(C)C)C=CC=CC=1.[C:34]([C:37]1[CH:38]=[CH:39][C:40]([O:53][CH2:54][C:55]2[CH:60]=[CH:59][CH:58]=[CH:57][CH:56]=2)=[C:41]([CH:52]=1)[C:42]([O:44][CH2:45][C:46]1[CH:51]=[CH:50][CH:49]=[CH:48][CH:47]=1)=[O:43])(=[O:36])[CH3:35]. Product: [CH2:54]([O:53][C:40]1[CH:39]=[CH:38][C:37]([C:34](=[O:36])[CH2:35][Br:1])=[CH:52][C:41]=1[C:42]([O:44][CH2:45][C:46]1[CH:51]=[CH:50][CH:49]=[CH:48][CH:47]=1)=[O:43])[C:55]1[CH:60]=[CH:59][CH:58]=[CH:57][CH:56]=1. The catalyst class is: 1. (7) Reactant: Br[C:2]1[CH:3]=[C:4]([C:11]([O:13][CH2:14][CH3:15])=[O:12])[C:5](=[O:10])[N:6]([CH2:8][CH3:9])[CH:7]=1.[B:16]1([B:16]2[O:20][C:19]([CH3:22])([CH3:21])[C:18]([CH3:24])([CH3:23])[O:17]2)[O:20][C:19]([CH3:22])([CH3:21])[C:18]([CH3:24])([CH3:23])[O:17]1.C(Cl)Cl.C([O-])(=O)C.[K+]. Product: [CH2:14]([O:13][C:11]([C:4]1[C:5](=[O:10])[N:6]([CH2:8][CH3:9])[CH:7]=[C:2]([B:16]2[O:20][C:19]([CH3:22])([CH3:21])[C:18]([CH3:24])([CH3:23])[O:17]2)[CH:3]=1)=[O:12])[CH3:15]. The catalyst class is: 12. (8) Reactant: [Cl:1][C:2]1[N:7]=[C:6](Cl)[CH:5]=[C:4]([CH2:9][CH2:10][CH3:11])[N:3]=1.[NH:12]1[CH2:17][CH2:16][CH2:15][CH2:14][CH2:13]1. Product: [Cl:1][C:2]1[N:7]=[C:6]([N:12]2[CH2:17][CH2:16][CH2:15][CH2:14][CH2:13]2)[CH:5]=[C:4]([CH2:9][CH2:10][CH3:11])[N:3]=1. The catalyst class is: 7.